This data is from Reaction yield outcomes from USPTO patents with 853,638 reactions. The task is: Predict the reaction yield, written as a fraction of the theoretical maximum amount of product (1.0 means a 100% yield; for example, 0.34 means a 34% yield). (1) The reactants are [F:1][C:2]1[CH:11]=[C:10]2[C:5]([CH2:6][CH2:7][C:8](=[O:13])[N:9]2[CH3:12])=[CH:4][C:3]=1B1OC(C)(C)C(C)(C)O1.Br[C:24]1[CH:25]=[C:26]([CH2:30][NH:31][C:32](=[O:35])[CH2:33][CH3:34])[CH:27]=[N:28][CH:29]=1.C([O-])([O-])=O.[Na+].[Na+].C([O-])(O)=O.[Na+]. The catalyst is CN(C=O)C.CCOC(C)=O. The product is [F:1][C:2]1[CH:11]=[C:10]2[C:5]([CH2:6][CH2:7][C:8](=[O:13])[N:9]2[CH3:12])=[CH:4][C:3]=1[C:24]1[CH:25]=[C:26]([CH2:30][NH:31][C:32](=[O:35])[CH2:33][CH3:34])[CH:27]=[N:28][CH:29]=1. The yield is 0.180. (2) The reactants are [OH:1][CH:2]1[CH2:7][CH2:6][CH:5]([N:8]2[C:16](=[O:17])[C:15]3[C:10](=[CH:11][CH:12]=[CH:13][CH:14]=3)[C:9]2=[O:18])[CH2:4][CH2:3]1.[CH3:19][O:20][C:21]1[C:29](O)=[CH:28][CH:27]=[C:26]2[C:22]=1[CH:23]=[N:24][NH:25]2.C(C=P(CCCC)(CCCC)CCCC)#N.[OH-].[Na+]. The catalyst is C1(C)C=CC=CC=1.O. The product is [CH3:19][O:20][C:21]1[C:29]([O:1][CH:2]2[CH2:3][CH2:4][CH:5]([N:8]3[C:9](=[O:18])[C:10]4[C:15](=[CH:14][CH:13]=[CH:12][CH:11]=4)[C:16]3=[O:17])[CH2:6][CH2:7]2)=[CH:28][CH:27]=[C:26]2[C:22]=1[CH:23]=[N:24][NH:25]2. The yield is 0.660. (3) The reactants are [N:1]12[CH2:8][CH2:7][C:4]([C:9]([C:17]3[CH:22]=[CH:21][CH:20]=[CH:19][CH:18]=3)([C:11]3[CH:16]=[CH:15][CH:14]=[CH:13][CH:12]=3)[OH:10])([CH2:5][CH2:6]1)[CH2:3][CH2:2]2.[Br:23][CH2:24][CH2:25][CH2:26][CH2:27][CH2:28][CH2:29][CH2:30][CH2:31][CH3:32]. The catalyst is CC#N. The product is [Br-:23].[OH:10][C:9]([C:17]1[CH:22]=[CH:21][CH:20]=[CH:19][CH:18]=1)([C:11]1[CH:12]=[CH:13][CH:14]=[CH:15][CH:16]=1)[C:4]12[CH2:5][CH2:6][N+:1]([CH2:24][CH2:25][CH2:26][CH2:27][CH2:28][CH2:29][CH2:30][CH2:31][CH3:32])([CH2:2][CH2:3]1)[CH2:8][CH2:7]2. The yield is 0.458. (4) The reactants are [C:1]1([CH3:7])[CH:6]=[CH:5][CH:4]=[CH:3][CH:2]=1.C(O[O:13][C:14]([CH3:17])(C)C)(C)(C)C.[C]=O.[CH2:20]([OH:22])C. The catalyst is [Pd](Cl)Cl. The product is [C:1]1([CH2:7][C:20]([O:13][CH2:14][CH3:17])=[O:22])[CH:6]=[CH:5][CH:4]=[CH:3][CH:2]=1. The yield is 0.570.